Dataset: NCI-60 drug combinations with 297,098 pairs across 59 cell lines. Task: Regression. Given two drug SMILES strings and cell line genomic features, predict the synergy score measuring deviation from expected non-interaction effect. (1) Drug 1: C1=CC(=CC=C1CC(C(=O)O)N)N(CCCl)CCCl.Cl. Drug 2: CN1C(=O)N2C=NC(=C2N=N1)C(=O)N. Cell line: CAKI-1. Synergy scores: CSS=18.7, Synergy_ZIP=-4.16, Synergy_Bliss=0.346, Synergy_Loewe=-20.0, Synergy_HSA=-0.742. (2) Drug 2: C1C(C(OC1N2C=NC3=C2NC=NCC3O)CO)O. Synergy scores: CSS=-6.10, Synergy_ZIP=0.596, Synergy_Bliss=-6.72, Synergy_Loewe=-7.39, Synergy_HSA=-9.50. Drug 1: C1CN(P(=O)(OC1)NCCCl)CCCl. Cell line: SK-MEL-5. (3) Drug 1: CC1C(C(CC(O1)OC2CC(CC3=C2C(=C4C(=C3O)C(=O)C5=C(C4=O)C(=CC=C5)OC)O)(C(=O)CO)O)N)O.Cl. Drug 2: C1CCC(C(C1)N)N.C(=O)(C(=O)[O-])[O-].[Pt+4]. Cell line: CCRF-CEM. Synergy scores: CSS=25.4, Synergy_ZIP=-7.43, Synergy_Bliss=3.24, Synergy_Loewe=5.32, Synergy_HSA=6.17. (4) Cell line: SF-539. Drug 1: CCCS(=O)(=O)NC1=C(C(=C(C=C1)F)C(=O)C2=CNC3=C2C=C(C=N3)C4=CC=C(C=C4)Cl)F. Drug 2: C1=CC=C(C(=C1)C(C2=CC=C(C=C2)Cl)C(Cl)Cl)Cl. Synergy scores: CSS=6.03, Synergy_ZIP=-0.685, Synergy_Bliss=2.79, Synergy_Loewe=2.40, Synergy_HSA=3.22. (5) Drug 1: C1CN1C2=NC(=NC(=N2)N3CC3)N4CC4. Drug 2: CC(C)CN1C=NC2=C1C3=CC=CC=C3N=C2N. Cell line: MCF7. Synergy scores: CSS=17.9, Synergy_ZIP=-7.52, Synergy_Bliss=-7.04, Synergy_Loewe=-8.22, Synergy_HSA=-7.78.